From a dataset of Reaction yield outcomes from USPTO patents with 853,638 reactions. Predict the reaction yield, written as a fraction of the theoretical maximum amount of product (1.0 means a 100% yield; for example, 0.34 means a 34% yield). (1) The reactants are [N:1]([C:4]([C:7]1[CH:8]=[C:9]([C:22]2[N:27]=[C:26]([CH3:28])[N:25]=[C:24]([N:29]([CH2:39][C:40]3[CH:45]=[CH:44][C:43]([O:46][CH3:47])=[CH:42][CH:41]=3)[CH2:30][C:31]3[CH:36]=[CH:35][C:34]([O:37][CH3:38])=[CH:33][CH:32]=3)[N:23]=2)[C:10]([NH:13][C:14]2[CH:15]=[N:16][C:17]([O:20][CH3:21])=[CH:18][CH:19]=2)=[N:11][CH:12]=1)([CH3:6])[CH3:5])=[N+]=[N-]. The catalyst is [Pd]. The product is [NH2:1][C:4]([C:7]1[CH:8]=[C:9]([C:22]2[N:27]=[C:26]([CH3:28])[N:25]=[C:24]([N:29]([CH2:30][C:31]3[CH:32]=[CH:33][C:34]([O:37][CH3:38])=[CH:35][CH:36]=3)[CH2:39][C:40]3[CH:45]=[CH:44][C:43]([O:46][CH3:47])=[CH:42][CH:41]=3)[N:23]=2)[C:10]([NH:13][C:14]2[CH:15]=[N:16][C:17]([O:20][CH3:21])=[CH:18][CH:19]=2)=[N:11][CH:12]=1)([CH3:5])[CH3:6]. The yield is 1.00. (2) The yield is 0.900. The product is [F:1][C:2]1[CH:7]=[C:6]([F:8])[C:5]2[S:11][C:10]([NH2:12])=[N:9][C:4]=2[CH:3]=1. The catalyst is ClCCCl. The reactants are [F:1][C:2]1[CH:3]=[C:4]([NH:9][C:10]([NH2:12])=[S:11])[CH:5]=[C:6]([F:8])[CH:7]=1.BrBr. (3) The reactants are [C:1]([OH:10])(=[O:9])[C:2]1[C:3](=[CH:5][CH:6]=[CH:7][CH:8]=1)[OH:4].C(=O)([O-])[O-].[K+].[K+].S(OCC)(O[CH2:21][CH3:22])(=O)=O.[CH3:26][C:27](C)=O. No catalyst specified. The product is [CH2:21]([O:4][C:3]1[CH:5]=[CH:6][CH:7]=[CH:8][C:2]=1[C:1]([O:10][CH2:26][CH3:27])=[O:9])[CH3:22]. The yield is 0.800. (4) The reactants are [C:1]([C:3]1[CH:8]=[CH:7][C:6]([C:9]([F:12])([F:11])[F:10])=[CH:5][CH:4]=1)#[CH:2].FC1C=CC(C#C[C:22]([OH:24])=[O:23])=CC=1. No catalyst specified. The product is [F:12][C:9]([F:10])([F:11])[C:6]1[CH:7]=[CH:8][C:3]([C:1]#[C:2][C:22]([OH:24])=[O:23])=[CH:4][CH:5]=1. The yield is 0.600. (5) The reactants are [CH3:1][O:2][C:3]1[CH:4]=[C:5]2[C:10](=[CH:11][C:12]=1[O:13][CH2:14][CH2:15][O:16][CH3:17])[N:9]=[CH:8][N:7]=[C:6]2[O:18][C:19]1[CH:20]=[C:21]([CH:23]=[CH:24][CH:25]=1)[NH2:22].[CH:26]1([C:29]2[CH:33]=[C:32]([NH:34][C:35](=O)[O:36]C3C=CC=CC=3)[O:31][N:30]=2)[CH2:28][CH2:27]1.COC1C=C2C(=CC=1OC)N=CN=C2OC1C=C(NC(NC2ON=C(C(C)C)C=2)=O)C=CC=1. The product is [CH:26]1([C:29]2[CH:33]=[C:32]([NH:34][C:35]([NH:22][C:21]3[CH:23]=[CH:24][CH:25]=[C:19]([O:18][C:6]4[C:5]5[C:10](=[CH:11][C:12]([O:13][CH2:14][CH2:15][O:16][CH3:17])=[C:3]([O:2][CH3:1])[CH:4]=5)[N:9]=[CH:8][N:7]=4)[CH:20]=3)=[O:36])[O:31][N:30]=2)[CH2:28][CH2:27]1. No catalyst specified. The yield is 0.520. (6) The reactants are I[C:2]1[CH:3]=[CH:4][C:5]([O:10][CH:11]([CH3:13])[CH3:12])=[C:6]([CH:9]=1)[C:7]#[N:8].[B:14]1([B:14]2[O:18][C:17]([CH3:20])([CH3:19])[C:16]([CH3:22])([CH3:21])[O:15]2)[O:18][C:17]([CH3:20])([CH3:19])[C:16]([CH3:22])([CH3:21])[O:15]1.CC([O-])=O.[K+]. The catalyst is C1C=CC(P(C2C=CC=CC=2)[C-]2C=CC=C2)=CC=1.C1C=CC(P(C2C=CC=CC=2)[C-]2C=CC=C2)=CC=1.Cl[Pd]Cl.[Fe+2].O1CCOCC1. The product is [CH:11]([O:10][C:5]1[CH:4]=[CH:3][C:2]([B:14]2[O:18][C:17]([CH3:20])([CH3:19])[C:16]([CH3:22])([CH3:21])[O:15]2)=[CH:9][C:6]=1[C:7]#[N:8])([CH3:13])[CH3:12]. The yield is 0.920. (7) The reactants are [OH:1][CH2:2][C:3]([CH3:40])([CH3:39])[O:4][C:5]1[CH:10]=[CH:9][C:8]([N:11]2[C:16](=[O:17])[C:15]([CH2:18][C:19]3[CH:24]=[CH:23][C:22]([C:25]4[C:26]([C:31]#[N:32])=[CH:27][CH:28]=[CH:29][CH:30]=4)=[CH:21][CH:20]=3)=[C:14]([CH2:33][CH2:34][CH3:35])[N:13]3[N:36]=[CH:37][N:38]=[C:12]23)=[CH:7][CH:6]=1.CC(OI1(OC(C)=O)(OC(C)=O)OC(=O)C2C1=CC=CC=2)=O.C(OCC)(=O)C.S([O-])([O-])(=O)=S.[Na+].[Na+]. The catalyst is C(Cl)Cl.O. The product is [CH3:40][C:3]([CH3:39])([O:4][C:5]1[CH:10]=[CH:9][C:8]([N:11]2[C:16](=[O:17])[C:15]([CH2:18][C:19]3[CH:24]=[CH:23][C:22]([C:25]4[C:26]([C:31]#[N:32])=[CH:27][CH:28]=[CH:29][CH:30]=4)=[CH:21][CH:20]=3)=[C:14]([CH2:33][CH2:34][CH3:35])[N:13]3[N:36]=[CH:37][N:38]=[C:12]23)=[CH:7][CH:6]=1)[CH:2]=[O:1]. The yield is 0.990. (8) The reactants are [F:1][C:2]1[C:7]([CH:8]([OH:25])[C:9]2[CH:10]=[C:11]3[C:16](=[CH:17][CH:18]=2)[N:15]=[CH:14][C:13]([N:19]2[CH2:24][CH2:23][O:22][CH2:21][CH2:20]2)=[N:12]3)=[C:6]([F:26])[C:5]([F:27])=[CH:4][C:3]=1[NH:28][C:29](=[O:34])[C:30]([CH3:33])([CH3:32])[CH3:31]. The catalyst is C(Cl)Cl.O=[Mn]=O. The product is [F:1][C:2]1[C:7]([C:8]([C:9]2[CH:10]=[C:11]3[C:16](=[CH:17][CH:18]=2)[N:15]=[CH:14][C:13]([N:19]2[CH2:20][CH2:21][O:22][CH2:23][CH2:24]2)=[N:12]3)=[O:25])=[C:6]([F:26])[C:5]([F:27])=[CH:4][C:3]=1[NH:28][C:29](=[O:34])[C:30]([CH3:32])([CH3:31])[CH3:33]. The yield is 0.900.